Dataset: hERG Central: cardiac toxicity at 1µM, 10µM, and general inhibition. Task: Predict hERG channel inhibition at various concentrations. (1) The drug is Cc1cccn2c(=O)c3cc(C(=O)N4CCN(Cc5ccccc5)CC4)sc3nc12. Results: hERG_inhib (hERG inhibition (general)): blocker. (2) The drug is CCCc1cc(Nc2cccc(OCC)c2)n2ncnc2n1. Results: hERG_inhib (hERG inhibition (general)): blocker. (3) The compound is Cc1cc(N2CCN(Cc3nc(-c4ccc(Cl)cc4)oc3C)CC2)cc(C)n1. Results: hERG_inhib (hERG inhibition (general)): blocker.